From a dataset of Reaction yield outcomes from USPTO patents with 853,638 reactions. Predict the reaction yield, written as a fraction of the theoretical maximum amount of product (1.0 means a 100% yield; for example, 0.34 means a 34% yield). (1) The reactants are C[O:2][C:3]([C:5]1[C:9]([N+:10]([O-:12])=[O:11])=[CH:8][N:7]([CH:13]2[CH2:18][CH2:17][CH2:16][CH2:15][O:14]2)[N:6]=1)=O.O.[NH2:20][NH2:21]. The catalyst is C(O)C. The product is [N+:10]([C:9]1[C:5]([C:3]([NH:20][NH2:21])=[O:2])=[N:6][N:7]([CH:13]2[CH2:18][CH2:17][CH2:16][CH2:15][O:14]2)[CH:8]=1)([O-:12])=[O:11]. The yield is 0.870. (2) The reactants are [NH2:1][C:2]1[N:3]=[CH:4][C:5]([C:12]2[CH:13]=[N:14][N:15]([CH:17]3[CH2:22][CH2:21][N:20](C(=O)C)[CH2:19][CH2:18]3)[CH:16]=2)=[C:6]2[CH:10]=[C:9]([Cl:11])[O:8][C:7]=12.[Cl:26][C:27]1[CH:32]=[CH:31][C:30](B(O)O)=[CH:29][C:28]=1[C:36]([O:38]C)=[O:37].C(=O)([O-])[O-].[Na+].[Na+].Cl. The catalyst is O1CCOCC1.C(OCC)(=O)C.C1C=CC([P]([Pd]([P](C2C=CC=CC=2)(C2C=CC=CC=2)C2C=CC=CC=2)([P](C2C=CC=CC=2)(C2C=CC=CC=2)C2C=CC=CC=2)[P](C2C=CC=CC=2)(C2C=CC=CC=2)C2C=CC=CC=2)(C2C=CC=CC=2)C2C=CC=CC=2)=CC=1. The product is [ClH:11].[NH2:1][C:2]1[N:3]=[CH:4][C:5]([C:12]2[CH:13]=[N:14][N:15]([CH:17]3[CH2:22][CH2:21][NH:20][CH2:19][CH2:18]3)[CH:16]=2)=[C:6]2[CH:10]=[C:9]([C:30]3[CH:31]=[CH:32][C:27]([Cl:26])=[C:28]([CH:29]=3)[C:36]([OH:38])=[O:37])[O:8][C:7]=12. The yield is 0.290. (3) The reactants are [Br:1][C:2]1[CH:10]=[CH:9][C:5]([C:6]([OH:8])=[O:7])=[CH:4][C:3]=1[C:11]([OH:13])=[O:12].C1CCC(N=C=N[CH:23]2[CH2:28][CH2:27]CCC2)CC1.Cl[CH2:30]Cl.[CH3:32][C:33](O)([CH3:35])[CH3:34]. The catalyst is CN(C1C=CN=CC=1)C. The product is [Br:1][C:2]1[CH:10]=[CH:9][C:5]([C:6]([O:8][C:33]([CH3:35])([CH3:34])[CH3:32])=[O:7])=[CH:4][C:3]=1[C:11]([O:13][C:28]([CH3:27])([CH3:23])[CH3:30])=[O:12]. The yield is 0.670. (4) The reactants are [Br:1][C:2]1[C:10]([F:11])=[CH:9][CH:8]=[C:7]2[C:3]=1[CH2:4][CH2:5][CH:6]2O.CC1C=CC(S(O)(=O)=O)=CC=1. The catalyst is C1(C)C=CC=CC=1. The product is [Br:1][C:2]1[C:10]([F:11])=[CH:9][CH:8]=[C:7]2[C:3]=1[CH2:4][CH:5]=[CH:6]2. The yield is 0.790.